This data is from Forward reaction prediction with 1.9M reactions from USPTO patents (1976-2016). The task is: Predict the product of the given reaction. (1) Given the reactants [CH3:1][C:2]([NH:6][S:7]([C:10]1[CH:15]=[CH:14][C:13]([C:16]2[CH:21]=[CH:20][C:19]([C:22]([F:25])([F:24])[F:23])=[CH:18][CH:17]=2)=[CH:12][CH:11]=1)(=[O:9])=[O:8])([C:4]#[CH:5])[CH3:3].C(=O)([O-])[O-].[K+].[K+].Cl.Cl[CH2:34][CH2:35][N:36]1[CH2:41][CH2:40][O:39][CH2:38][CH2:37]1, predict the reaction product. The product is: [CH3:3][C:2]([N:6]([CH2:34][CH2:35][N:36]1[CH2:41][CH2:40][O:39][CH2:38][CH2:37]1)[S:7]([C:10]1[CH:15]=[CH:14][C:13]([C:16]2[CH:17]=[CH:18][C:19]([C:22]([F:25])([F:24])[F:23])=[CH:20][CH:21]=2)=[CH:12][CH:11]=1)(=[O:8])=[O:9])([C:4]#[CH:5])[CH3:1]. (2) Given the reactants [OH:1][C:2]1[CH:7]=[CH:6][C:5]([CH:8]2[CH2:13][CH2:12][C:11](=[CH:14][C:15]([O:17][CH2:18][CH3:19])=[O:16])[CH2:10][CH2:9]2)=[CH:4][CH:3]=1, predict the reaction product. The product is: [OH:1][C:2]1[CH:3]=[CH:4][C:5]([CH:8]2[CH2:9][CH2:10][CH:11]([CH2:14][C:15]([O:17][CH2:18][CH3:19])=[O:16])[CH2:12][CH2:13]2)=[CH:6][CH:7]=1.